Predict the reaction yield, written as a fraction of the theoretical maximum amount of product (1.0 means a 100% yield; for example, 0.34 means a 34% yield). From a dataset of Reaction yield outcomes from USPTO patents with 853,638 reactions. (1) The reactants are [CH:1]1([C:4]2[O:8][N:7]=[C:6]([C:9]3[C:14]([Cl:15])=[CH:13][N:12]=[CH:11][C:10]=3[Cl:16])[C:5]=2[C:17]([O:19]CC)=[O:18])[CH2:3][CH2:2]1.O1CCCC1.[OH-].[Na+].Cl. The catalyst is CO. The product is [CH:1]1([C:4]2[O:8][N:7]=[C:6]([C:9]3[C:14]([Cl:15])=[CH:13][N:12]=[CH:11][C:10]=3[Cl:16])[C:5]=2[C:17]([OH:19])=[O:18])[CH2:2][CH2:3]1. The yield is 0.820. (2) The reactants are [CH:1]([C:4]1[N:8]=[N:7][N:6]([C:9]2[CH:14]=[CH:13][CH:12]=[CH:11][C:10]=2[O:15][C:16]([F:19])([F:18])[F:17])[C:5]=1[CH2:20][O:21][C:22]1[N:27]=[C:26]([CH3:28])[C:25]([N+:29]([O-])=O)=[CH:24][CH:23]=1)([CH3:3])[CH3:2]. The catalyst is CCO.C1COCC1.[Pt]=O. The product is [CH:1]([C:4]1[N:8]=[N:7][N:6]([C:9]2[CH:14]=[CH:13][CH:12]=[CH:11][C:10]=2[O:15][C:16]([F:19])([F:18])[F:17])[C:5]=1[CH2:20][O:21][C:22]1[N:27]=[C:26]([CH3:28])[C:25]([NH2:29])=[CH:24][CH:23]=1)([CH3:3])[CH3:2]. The yield is 0.880. (3) The reactants are [NH:1]1[C:5]2=[N:6][CH:7]=[CH:8][CH:9]=[C:4]2[CH:3]=[CH:2]1.C(O)(C(F)(F)F)=O.O[CH2:18][N:19]1[CH2:23][CH:22]([CH2:24][CH2:25][CH3:26])[CH2:21][C:20]1=[O:27]. No catalyst specified. The product is [CH2:24]([CH:22]1[CH2:23][N:19]([CH2:18][C:3]2[C:4]3[C:5](=[N:6][CH:7]=[CH:8][CH:9]=3)[NH:1][CH:2]=2)[C:20](=[O:27])[CH2:21]1)[CH2:25][CH3:26]. The yield is 0.130. (4) The reactants are Cl[C:2]1[C:3]2[CH:10]=[CH:9][N:8]([S:11]([C:14]3[CH:19]=[CH:18][C:17]([CH3:20])=[CH:16][CH:15]=3)(=[O:13])=[O:12])[C:4]=2[N:5]=[CH:6][N:7]=1.[IH:21]. The catalyst is O. The product is [I:21][C:2]1[C:3]2[CH:10]=[CH:9][N:8]([S:11]([C:14]3[CH:19]=[CH:18][C:17]([CH3:20])=[CH:16][CH:15]=3)(=[O:13])=[O:12])[C:4]=2[N:5]=[CH:6][N:7]=1. The yield is 0.880. (5) The reactants are [CH2:1]([C:5]1[N:6]([CH2:13][C:14]2[CH:19]=[CH:18][C:17]([C:20]3[C:21]([C:26]#[N:27])=[CH:22][CH:23]=[CH:24][CH:25]=3)=[CH:16][C:15]=2[F:28])[C:7](=[O:12])[CH:8]=[C:9]([CH3:11])[N:10]=1)[CH2:2][CH2:3][CH3:4].C([O-])(=O)C.[Na+].[Br:34]Br. The catalyst is C(O)(=O)C.C(OCC)(=O)C. The product is [Br:34][C:8]1[C:7](=[O:12])[N:6]([CH2:13][C:14]2[CH:19]=[CH:18][C:17]([C:20]3[C:21]([C:26]#[N:27])=[CH:22][CH:23]=[CH:24][CH:25]=3)=[CH:16][C:15]=2[F:28])[C:5]([CH2:1][CH2:2][CH2:3][CH3:4])=[N:10][C:9]=1[CH3:11]. The yield is 0.600. (6) The reactants are Cl[C:2]1[C:7]2=[C:8]([CH2:11][O:12][CH2:13][CH2:14][O:15][CH3:16])[CH:9]=[CH:10][N:6]2[N:5]=[CH:4][N:3]=1.C([O-])(O)=O.[Na+].[N:22]1[CH:27]=[CH:26][CH:25]=[CH:24][C:23]=1[CH2:28][N:29]1[C:37]2[C:32](=[CH:33][C:34]([NH2:38])=[CH:35][CH:36]=2)[CH:31]=[N:30]1.FC1C=C(C=CC=1)CN1C2C(=CC(N)=CC=2)C=N1.N1C=CC=CC=1CCl. The catalyst is CC#N.C(Cl)Cl. The product is [CH3:16][O:15][CH2:14][CH2:13][O:12][CH2:11][C:8]1[CH:9]=[CH:10][N:6]2[C:7]=1[C:2]([NH:38][C:34]1[CH:33]=[C:32]3[C:37](=[CH:36][CH:35]=1)[N:29]([CH2:28][C:23]1[CH:24]=[CH:25][CH:26]=[CH:27][N:22]=1)[N:30]=[CH:31]3)=[N:3][CH:4]=[N:5]2. The yield is 0.110. (7) The reactants are [CH2:1]([O:3][C:4]1[N:9]=[C:8]([NH:10][C:11](=[O:19])OC2C=CC=CC=2)[CH:7]=[N:6][CH:5]=1)[CH3:2].[CH3:20][C:21]1[CH:26]=[C:25]([C:27]2[CH:28]=[CH:29][C:30]3[N:36]4[CH2:37][C@H:33]([CH2:34][CH2:35]4)[NH:32][C:31]=3[N:38]=2)[CH:24]=[CH:23][N:22]=1.CO. The catalyst is CN(C1C=CN=CC=1)C.C1COCC1.C(Cl)Cl. The product is [CH2:1]([O:3][C:4]1[N:9]=[C:8]([NH:10][C:11]([N:32]2[C@@H:33]3[CH2:37][N:36]([CH2:35][CH2:34]3)[C:30]3[CH:29]=[CH:28][C:27]([C:25]4[CH:24]=[CH:23][N:22]=[C:21]([CH3:20])[CH:26]=4)=[N:38][C:31]2=3)=[O:19])[CH:7]=[N:6][CH:5]=1)[CH3:2]. The yield is 0.493.